This data is from Full USPTO retrosynthesis dataset with 1.9M reactions from patents (1976-2016). The task is: Predict the reactants needed to synthesize the given product. (1) Given the product [Br:14][C:15]1[N:20]=[C:19]([Cl:21])[C:18]([NH:22][C:2]([NH:3][C:5](=[O:12])[C:6]2[CH:11]=[CH:10][CH:9]=[CH:8][CH:7]=2)=[S:1])=[CH:17][CH:16]=1, predict the reactants needed to synthesize it. The reactants are: [S-:1][C:2]#[N:3].[NH4+].[C:5](Cl)(=[O:12])[C:6]1[CH:11]=[CH:10][CH:9]=[CH:8][CH:7]=1.[Br:14][C:15]1[N:20]=[C:19]([Cl:21])[C:18]([NH2:22])=[CH:17][CH:16]=1.O. (2) The reactants are: [O:1]1[C:5]2[CH:6]=[CH:7][C:8]([CH2:10][N:11]3[CH2:15][CH2:14][C:13](=O)[CH2:12]3)=[CH:9][C:4]=2[O:3][CH2:2]1.C(OP([CH2:25]/[CH:26]=[CH:27]/[C:28]([O:30][CH2:31][CH3:32])=[O:29])(OCC)=O)C.[H-].[Na+]. Given the product [O:1]1[C:5]2[CH:6]=[CH:7][C:8]([CH2:10][N:11]3[CH2:15][CH2:14]/[C:13](=[CH:25]\[CH:26]=[CH:27]\[C:28]([O:30][CH2:31][CH3:32])=[O:29])/[CH2:12]3)=[CH:9][C:4]=2[O:3][CH2:2]1, predict the reactants needed to synthesize it. (3) Given the product [CH2:1]([F:12])[O:2][CH:3]([C:4]([F:7])([F:5])[F:6])[C:8]([F:9])([F:11])[F:10].[CH:3]([OH:2])([C:8]([F:11])([F:10])[F:9])[C:4]([F:7])([F:6])[F:5], predict the reactants needed to synthesize it. The reactants are: [CH2:1]([F:12])[O:2][CH:3]([C:8]([F:11])([F:10])[F:9])[C:4]([F:7])([F:6])[F:5]. (4) Given the product [C:22]([C:21]1[CH:24]=[C:17]([C:15]2[O:14][N:13]=[C:12]([C:7]3[CH:8]=[CH:9][CH:10]=[C:11]4[C:6]=3[CH2:5][CH2:4][C@@H:3]4[NH:2][S:33]([CH2:32][C:31]([O:30][CH3:29])=[O:37])(=[O:35])=[O:34])[N:16]=2)[CH:18]=[CH:19][C:20]=1[O:25][CH:26]([CH3:28])[CH3:27])#[N:23], predict the reactants needed to synthesize it. The reactants are: Cl.[NH2:2][C@@H:3]1[C:11]2[C:6](=[C:7]([C:12]3[N:16]=[C:15]([C:17]4[CH:18]=[CH:19][C:20]([O:25][CH:26]([CH3:28])[CH3:27])=[C:21]([CH:24]=4)[C:22]#[N:23])[O:14][N:13]=3)[CH:8]=[CH:9][CH:10]=2)[CH2:5][CH2:4]1.[CH3:29][O:30][C:31](=[O:37])[CH2:32][S:33](Cl)(=[O:35])=[O:34]. (5) Given the product [CH3:1][O:2][C:3]1[CH:4]=[C:5]2[C:10](=[CH:11][CH:12]=1)[C:9](=[O:13])[CH:8]([CH2:14][C:15]([OH:17])=[O:16])[CH2:7][CH2:6]2, predict the reactants needed to synthesize it. The reactants are: [CH3:1][O:2][C:3]1[CH:4]=[C:5]2[C:10](=[CH:11][CH:12]=1)[C:9](=[O:13])[C:8](=[CH:14][C:15]([OH:17])=[O:16])[CH2:7][CH2:6]2.O. (6) Given the product [F:1][C:2]1[CH:7]=[CH:6][C:5]([CH:8]([OH:21])[CH2:9][N:10]([CH3:20])[S:11]([C:14]2[S:15][C:16]([Br:19])=[CH:17][CH:18]=2)(=[O:12])=[O:13])=[CH:4][CH:3]=1, predict the reactants needed to synthesize it. The reactants are: [F:1][C:2]1[CH:7]=[CH:6][C:5]([C:8](=[O:21])[CH2:9][N:10]([CH3:20])[S:11]([C:14]2[S:15][C:16]([Br:19])=[CH:17][CH:18]=2)(=[O:13])=[O:12])=[CH:4][CH:3]=1.[BH4-].[Na+]. (7) Given the product [C:1]1([C:7]([C:17]2[CH:22]=[CH:21][C:20]([CH:23]=[CH:24][C:25]([NH:38][S:35]([C:32]3[CH:31]=[CH:30][C:29]([CH3:28])=[CH:34][CH:33]=3)(=[O:37])=[O:36])=[O:26])=[CH:19][CH:18]=2)=[C:8]([C:11]2[CH:16]=[CH:15][CH:14]=[CH:13][CH:12]=2)[CH2:9][CH3:10])[CH:2]=[CH:3][CH:4]=[CH:5][CH:6]=1, predict the reactants needed to synthesize it. The reactants are: [C:1]1(/[C:7](/[C:17]2[CH:22]=[CH:21][C:20]([CH:23]=[CH:24][C:25](O)=[O:26])=[CH:19][CH:18]=2)=[C:8](/[C:11]2[CH:16]=[CH:15][CH:14]=[CH:13][CH:12]=2)\[CH2:9][CH3:10])[CH:6]=[CH:5][CH:4]=[CH:3][CH:2]=1.[CH3:28][C:29]1[CH:30]=[CH:31][C:32]([S:35]([NH2:38])(=[O:37])=[O:36])=[CH:33][CH:34]=1. (8) Given the product [CH3:1][O:2][C:3](=[O:15])[C:4]1[CH:5]=[C:6]([I:14])[C:7]([NH2:13])=[C:8]([NH2:10])[CH:9]=1, predict the reactants needed to synthesize it. The reactants are: [CH3:1][O:2][C:3](=[O:15])[C:4]1[CH:9]=[C:8]([N+:10]([O-])=O)[C:7]([NH2:13])=[C:6]([I:14])[CH:5]=1. (9) Given the product [Cl:1][C:2]1[CH:3]=[CH:4][C:5]2[C:11]3([O:8][C:7](=[O:9])[C:6]=2[CH:10]=1)[CH:17]([I:33])[CH2:16][NH:15][C:14](=[O:18])[C:13]1[S:19][C:20]([N:22]2[CH2:27][CH2:26][O:25][CH2:24][CH2:23]2)=[N:21][C:12]3=1, predict the reactants needed to synthesize it. The reactants are: [Cl:1][C:2]1[CH:3]=[CH:4][C:5]([C:11]2[C:12]3[N:21]=[C:20]([N:22]4[CH2:27][CH2:26][O:25][CH2:24][CH2:23]4)[S:19][C:13]=3[C:14](=[O:18])[NH:15][CH2:16][CH:17]=2)=[C:6]([CH:10]=1)[C:7]([OH:9])=[O:8].C(=O)(O)[O-].[Na+].[I-:33].[K+].II.